From a dataset of Forward reaction prediction with 1.9M reactions from USPTO patents (1976-2016). Predict the product of the given reaction. (1) Given the reactants [Cl:1][C:2]1[CH:3]=[CH:4][C:5]([N+:20]([O-:22])=[O:21])=[C:6]([NH:8]/[N:9]=[C:10](\[NH:12][C:13]([C:15]([O:17][CH2:18][CH3:19])=[O:16])=O)/[CH3:11])[CH:7]=1, predict the reaction product. The product is: [Cl:1][C:2]1[CH:3]=[CH:4][C:5]([N+:20]([O-:22])=[O:21])=[C:6]([N:8]2[C:13]([C:15]([O:17][CH2:18][CH3:19])=[O:16])=[N:12][C:10]([CH3:11])=[N:9]2)[CH:7]=1. (2) Given the reactants C(OC(=O)[NH:7][CH2:8][CH2:9][C:10](=[O:45])[NH:11][C:12]1[CH:13]=[C:14]2[C:19](=[CH:20][CH:21]=1)[N:18]=[CH:17][N:16]=[C:15]2[NH:22][C:23]1[CH:28]=[CH:27][C:26]([CH2:29][CH2:30][N:31]2[CH2:40][CH2:39][C:38]3[C:33](=[CH:34][C:35]([O:43][CH3:44])=[C:36]([O:41][CH3:42])[CH:37]=3)[CH2:32]2)=[CH:25][CH:24]=1)(C)(C)C.FC(F)(F)C(O)=O, predict the reaction product. The product is: [NH2:7][CH2:8][CH2:9][C:10]([NH:11][C:12]1[CH:13]=[C:14]2[C:19](=[CH:20][CH:21]=1)[N:18]=[CH:17][N:16]=[C:15]2[NH:22][C:23]1[CH:24]=[CH:25][C:26]([CH2:29][CH2:30][N:31]2[CH2:40][CH2:39][C:38]3[C:33](=[CH:34][C:35]([O:43][CH3:44])=[C:36]([O:41][CH3:42])[CH:37]=3)[CH2:32]2)=[CH:27][CH:28]=1)=[O:45].